From a dataset of Full USPTO retrosynthesis dataset with 1.9M reactions from patents (1976-2016). Predict the reactants needed to synthesize the given product. (1) Given the product [CH3:8][O:9][CH2:10][CH2:11][N:12]1[CH:6]([C:2]2[S:1][CH:5]=[CH:4][CH:3]=2)[CH:14]([C:13]([NH:31][C:30]2[N:26]([CH3:25])[N:27]=[C:28]([C:32]3[CH:33]=[CH:34][CH:35]=[CH:36][CH:37]=3)[CH:29]=2)=[O:24])[C:15]2[C:16](=[CH:20][CH:21]=[CH:22][CH:23]=2)[C:17]1=[O:19], predict the reactants needed to synthesize it. The reactants are: [S:1]1[CH:5]=[CH:4][CH:3]=[C:2]1[CH:6]=O.[CH3:8][O:9][CH2:10][CH2:11][NH2:12].[C:13]1(=[O:24])[O:19][C:17](=O)[C:16]2=[CH:20][CH:21]=[CH:22][CH:23]=[C:15]2[CH2:14]1.[CH3:25][N:26]1[C:30]([NH2:31])=[CH:29][C:28]([C:32]2[CH:37]=[CH:36][CH:35]=[CH:34][CH:33]=2)=[N:27]1. (2) Given the product [Br:1][C:2]1[C:3]2[N:4]([N:10]=[C:9]([NH2:29])[C:8]=2[C:11]2[CH:16]=[CH:15][CH:14]=[CH:13][CH:12]=2)[CH:5]=[CH:6][CH:7]=1, predict the reactants needed to synthesize it. The reactants are: [Br:1][C:2]1[C:3]([CH:8]([C:11]2[CH:16]=[CH:15][CH:14]=[CH:13][CH:12]=2)[C:9]#[N:10])=[N:4][CH:5]=[CH:6][CH:7]=1.C1(C)C=C(C)C=C(C)C=1S(O[NH2:29])(=O)=O. (3) Given the product [C:1]1([S:7]([C:10]2[CH:18]=[C:17]3[C:13]([C:14]([CH3:29])([CH3:30])[CH2:15][NH:16]3)=[CH:12][C:11]=2[F:31])(=[O:9])=[O:8])[CH:2]=[CH:3][CH:4]=[CH:5][CH:6]=1, predict the reactants needed to synthesize it. The reactants are: [C:1]1([S:7]([C:10]2[CH:18]=[C:17]3[C:13]([C:14]([CH3:30])([CH3:29])[CH2:15][N:16]3[Si](C(C)C)(C(C)C)C(C)C)=[CH:12][C:11]=2[F:31])(=[O:9])=[O:8])[CH:6]=[CH:5][CH:4]=[CH:3][CH:2]=1.CCCC[N+](CCCC)(CCCC)CCCC.[F-].